Dataset: Catalyst prediction with 721,799 reactions and 888 catalyst types from USPTO. Task: Predict which catalyst facilitates the given reaction. (1) Reactant: [CH3:1][C:2]1([CH2:7][CH2:8][CH2:9][CH2:10][CH2:11][CH2:12][C:13]([O:15]C)=[O:14])[O:6][CH2:5][CH2:4][O:3]1.[Li+].[OH-].Cl. Product: [CH3:1][C:2]1([CH2:7][CH2:8][CH2:9][CH2:10][CH2:11][CH2:12][C:13]([OH:15])=[O:14])[O:6][CH2:5][CH2:4][O:3]1. The catalyst class is: 6. (2) Reactant: [CH3:1][C:2](=O)[CH2:3][CH2:4][C:5](=O)[CH3:6].Br.[Br:10][C:11]1[S:15][C:14]([NH2:16])=[N:13][C:12]=1[C:17]([F:20])([F:19])[F:18].P([O-])([O-])([O-])=O. Product: [Br:10][C:11]1[S:15][C:14]([N:16]2[C:2]([CH3:1])=[CH:3][CH:4]=[C:5]2[CH3:6])=[N:13][C:12]=1[C:17]([F:20])([F:19])[F:18]. The catalyst class is: 5.